From a dataset of Forward reaction prediction with 1.9M reactions from USPTO patents (1976-2016). Predict the product of the given reaction. Given the reactants C1OC2C(=CC=[C-]C=2)O1.[Mg+2].[Br-].[O:12]1[CH2:16][CH2:15][O:14][CH:13]1[CH2:17][Mg]Br.C(N1C2C(=CC=CC=2)C(=O)C1=O)CCCC.[Cl:36][C:37]1[CH:54]=[CH:53][C:40]([CH2:41][N:42]2[C:50]3[C:45](=[CH:46][CH:47]=[CH:48][CH:49]=3)[C:44](=[O:51])[C:43]2=[O:52])=[CH:39][CH:38]=1, predict the reaction product. The product is: [Cl:36][C:37]1[CH:38]=[CH:39][C:40]([CH2:41][N:42]2[C:50]3[C:45](=[CH:46][CH:47]=[CH:48][CH:49]=3)[C:44]([CH2:17][CH:13]3[O:14][CH2:15][CH2:16][O:12]3)([OH:51])[C:43]2=[O:52])=[CH:53][CH:54]=1.